Dataset: Reaction yield outcomes from USPTO patents with 853,638 reactions. Task: Predict the reaction yield, written as a fraction of the theoretical maximum amount of product (1.0 means a 100% yield; for example, 0.34 means a 34% yield). (1) The reactants are [C:1]([NH:9][CH:10]([C:16]#[N:17])[C:11]([O:13][CH2:14][CH3:15])=[O:12])(=O)[C:2]1[CH:7]=[CH:6][CH:5]=[CH:4][CH:3]=1.COC1C=CC(P2(SP(C3C=CC(OC)=CC=3)(=S)S2)=[S:27])=CC=1. The catalyst is N1C=CC=CC=1. The product is [NH2:17][C:16]1[S:27][C:1]([C:2]2[CH:7]=[CH:6][CH:5]=[CH:4][CH:3]=2)=[N:9][C:10]=1[C:11]([O:13][CH2:14][CH3:15])=[O:12]. The yield is 0.400. (2) The reactants are [O:1]1[CH:5]=[CH:4][N:3]=[C:2]1[C:6]1[CH:20]=[CH:19][C:9]([O:10][C:11]2[CH:18]=[CH:17][C:14]([CH:15]=O)=[CH:13][CH:12]=2)=[CH:8][CH:7]=1.[C@H:21]12[CH2:27][C@H:24]([NH:25][CH2:26]1)[CH2:23][N:22]2[CH2:28][C:29]1[CH:38]=[CH:37][C:32]([C:33]([O:35][CH3:36])=[O:34])=[CH:31][CH:30]=1.C(O[BH-](OC(=O)C)OC(=O)C)(=O)C.[Na+].[OH-].[Na+]. The catalyst is ClC(Cl)C. The product is [O:1]1[CH:5]=[CH:4][N:3]=[C:2]1[C:6]1[CH:20]=[CH:19][C:9]([O:10][C:11]2[CH:18]=[CH:17][C:14]([CH2:15][N:25]3[CH2:26][C@@H:21]4[CH2:27][C@H:24]3[CH2:23][N:22]4[CH2:28][C:29]3[CH:38]=[CH:37][C:32]([C:33]([O:35][CH3:36])=[O:34])=[CH:31][CH:30]=3)=[CH:13][CH:12]=2)=[CH:8][CH:7]=1. The yield is 1.00. (3) The reactants are [OH:1][C:2]([CH3:8])([CH3:7])[CH2:3][C:4]([OH:6])=[O:5].O1[B:14]([C@@H:15]([NH:20][C:21](=[O:34])[CH2:22][NH:23][C:24](=[O:33])[C:25]2[CH:30]=[C:29]([Cl:31])[CH:28]=[CH:27][C:26]=2[Cl:32])[CH2:16][CH:17]([CH3:19])[CH3:18])O[B:14]([C@@H:15]([NH:20][C:21](=[O:34])[CH2:22][NH:23][C:24](=[O:33])[C:25]2[CH:30]=[C:29]([Cl:31])[CH:28]=[CH:27][C:26]=2[Cl:32])[CH2:16][CH:17]([CH3:19])[CH3:18])O[B:14]1[C@@H:15]([NH:20][C:21](=[O:34])[CH2:22][NH:23][C:24](=[O:33])[C:25]1[CH:30]=[C:29]([Cl:31])[CH:28]=[CH:27][C:26]=1[Cl:32])[CH2:16][CH:17]([CH3:19])[CH3:18]. The catalyst is CCOC(C)=O. The product is [Cl:32][C:26]1[CH:27]=[CH:28][C:29]([Cl:31])=[CH:30][C:25]=1[C:24]([NH:23][CH2:22][C:21]([NH:20][C@H:15]([B:14]1[O:1][C:2]([CH3:8])([CH3:7])[CH2:3][C:4](=[O:6])[O:5]1)[CH2:16][CH:17]([CH3:19])[CH3:18])=[O:34])=[O:33]. The yield is 0.950. (4) The reactants are [CH2:1]([O:3][C:4](=[O:47])[CH2:5][CH2:6][CH2:7][NH:8][C@H:9]([C:41]1[CH:46]=[CH:45][CH:44]=[CH:43][CH:42]=1)[CH2:10][N:11]1[C:16](=[O:17])[C:15]([C:18]2[CH:23]=[CH:22][CH:21]=[C:20]([O:24][CH3:25])[C:19]=2[F:26])=[C:14]([CH3:27])[N:13]([CH2:28][C:29]2[C:34]([C:35]([F:38])([F:37])[F:36])=[CH:33][CH:32]=[CH:31][C:30]=2[F:39])[C:12]1=[O:40])[CH3:2].[ClH:48].CCCCCCC. The catalyst is C(OC(C)=O)(C)C.O. The product is [ClH:48].[CH2:1]([O:3][C:4](=[O:47])[CH2:5][CH2:6][CH2:7][NH:8][C@H:9]([C:41]1[CH:42]=[CH:43][CH:44]=[CH:45][CH:46]=1)[CH2:10][N:11]1[C:16](=[O:17])[C:15]([C:18]2[CH:23]=[CH:22][CH:21]=[C:20]([O:24][CH3:25])[C:19]=2[F:26])=[C:14]([CH3:27])[N:13]([CH2:28][C:29]2[C:34]([C:35]([F:38])([F:37])[F:36])=[CH:33][CH:32]=[CH:31][C:30]=2[F:39])[C:12]1=[O:40])[CH3:2]. The yield is 0.870.